From a dataset of Retrosynthesis with 50K atom-mapped reactions and 10 reaction types from USPTO. Predict the reactants needed to synthesize the given product. (1) Given the product CC1(C)OCCn2c1nc(C(=O)NCc1ccc(F)cc1-c1ccn[nH]1)c(OCc1ccccc1)c2=O, predict the reactants needed to synthesize it. The reactants are: CC1(C)OCCn2c1nc(C(=O)NCc1ccc(F)cc1I)c(OCc1ccccc1)c2=O.OB(O)c1ccn[nH]1. (2) Given the product CC(C)(C)c1ccc(SCCCCCOc2ccc(C3=C(c4ccccc4)CCCc4cc(OC5CCCCO5)ccc43)cc2)cc1, predict the reactants needed to synthesize it. The reactants are: CC(C)(C)c1ccc(S)cc1.ICCCCCOc1ccc(C2=C(c3ccccc3)CCCc3cc(OC4CCCCO4)ccc32)cc1. (3) The reactants are: CCOC(=O)/C(C)=C/[C@H](C(C)C)N(C)C(=O)[C@@H](N)C(C)(C)SC.CN(C(=O)OC(C)(C)C)[C@H](C(=O)O)C(C)(C)c1ccccc1. Given the product CCOC(=O)/C(C)=C/[C@H](C(C)C)N(C)C(=O)[C@@H](NC(=O)[C@@H](N(C)C(=O)OC(C)(C)C)C(C)(C)c1ccccc1)C(C)(C)SC, predict the reactants needed to synthesize it. (4) Given the product COc1ccccc1Oc1c(NS(=O)(=O)c2ccc(C(C)C)cn2)nc(-c2ncccn2)nc1OCCNS(=O)(=O)c1cccs1, predict the reactants needed to synthesize it. The reactants are: COc1ccccc1Oc1c(NS(=O)(=O)c2ccc(C(C)C)cn2)nc(-c2ncccn2)nc1OCCN.O=S(=O)(Cl)c1cccs1. (5) Given the product COc1ccc2c(c1)CC(=O)N2, predict the reactants needed to synthesize it. The reactants are: COc1ccc2c(c1)C(=O)C(=O)N2. (6) Given the product CCOC(=O)Nc1ccc(NCc2ccc(Cl)s2)cc1-c1cnc2ccccc2c1, predict the reactants needed to synthesize it. The reactants are: CCOC(=O)Nc1ccc(NCc2ccc(Cl)s2)cc1I.OB(O)c1cnc2ccccc2c1. (7) Given the product COCC1COCCC1N[C@@H]1CC[C@@](C(=O)N2CCN(c3cccc(C(F)(F)F)c3)CC2)(C(C)C)C1, predict the reactants needed to synthesize it. The reactants are: CC(C)[C@]1(C(=O)N2CCN(c3cccc(C(F)(F)F)c3)CC2)CC[C@@H](N)C1.COCC1COCCC1=O. (8) The reactants are: CC(C)(C)OC(=O)CBr.O=C(CCc1ccc(O)c(F)c1)c1ccc(-c2ccc(C(F)(F)F)cc2)s1. Given the product CC(C)(C)OC(=O)COc1ccc(CCC(=O)c2ccc(-c3ccc(C(F)(F)F)cc3)s2)cc1F, predict the reactants needed to synthesize it. (9) Given the product Cc1ccc(-n2nccn2)c(C(=O)N2CCC[C@@H](C)[C@H]2CNc2cc(C)nc3nc(C)nn23)c1, predict the reactants needed to synthesize it. The reactants are: Cc1cc(Cl)n2nc(C)nc2n1.Cc1ccc(-n2nccn2)c(C(=O)N2CCC[C@@H](C)[C@H]2CN)c1.